From a dataset of Reaction yield outcomes from USPTO patents with 853,638 reactions. Predict the reaction yield, written as a fraction of the theoretical maximum amount of product (1.0 means a 100% yield; for example, 0.34 means a 34% yield). (1) The reactants are C([O-])([O-])=O.[K+].[K+].[Cl:7][C:8]1[CH:13]=[CH:12][C:11]([S:14]([O-:16])=[O:15])=[CH:10][CH:9]=1.[Na+].[CH:18]1[C:27]2[C:22](=[CH:23][CH:24]=[CH:25][CH:26]=2)[CH:21]=[CH:20][C:19]=1[CH2:28]Br. The catalyst is C1COCC1. The product is [Cl:7][C:8]1[CH:13]=[CH:12][C:11]([S:14]([CH2:28][C:19]2[CH:20]=[CH:21][C:22]3[C:27](=[CH:26][CH:25]=[CH:24][CH:23]=3)[CH:18]=2)(=[O:16])=[O:15])=[CH:10][CH:9]=1. The yield is 0.510. (2) The reactants are [CH3:1][O:2][C:3]1[CH:10]=[CH:9][C:6]([CH:7]=O)=[C:5]([C:11]([F:14])([F:13])[F:12])[CH:4]=1.[NH3:15].[H][H]. The catalyst is [Ni].CO. The product is [CH3:1][O:2][C:3]1[CH:10]=[CH:9][C:6]([CH2:7][NH2:15])=[C:5]([C:11]([F:14])([F:13])[F:12])[CH:4]=1. The yield is 0.670. (3) The reactants are [F:1][C:2]1[CH:26]=[CH:25][CH:24]=[C:23]([F:27])[C:3]=1[C:4]([NH:6][C:7]1[C:8]([C:12]2[NH:16][C:15]3[CH:17]=[CH:18][C:19]([CH:21]=O)=[CH:20][C:14]=3[N:13]=2)=[N:9][NH:10][CH:11]=1)=[O:5].[NH:28]1[CH2:33][CH2:32][O:31][CH2:30][CH2:29]1.CO. The catalyst is C1COCC1.CCOC(C)=O. The product is [F:27][C:23]1[CH:24]=[CH:25][CH:26]=[C:2]([F:1])[C:3]=1[C:4]([NH:6][C:7]1[C:8]([C:12]2[NH:16][C:15]3[CH:17]=[CH:18][C:19]([CH2:21][N:28]4[CH2:33][CH2:32][O:31][CH2:30][CH2:29]4)=[CH:20][C:14]=3[N:13]=2)=[N:9][NH:10][CH:11]=1)=[O:5]. The yield is 0.100. (4) The reactants are [CH2:1]([OH:3])[CH3:2].C([O-])=O.[NH4+].[CH:8](O)=O.C(O)[C:12]1[CH:17]=[CH:16][CH:15]=[CH:14][CH:13]=1. The catalyst is [Pd].O. The product is [CH3:8][O:3][CH:1]([C:12]1[CH:17]=[CH:16][CH:15]=[CH:14][CH:13]=1)[CH3:2]. The yield is 0.600. (5) The reactants are [Cl:1][C:2]1[C:3]([CH3:14])=[C:4]([C:10]([Cl:13])=[CH:11][CH:12]=1)[C:5]([O:7][CH2:8][CH3:9])=[O:6].[Br:15]N1C(=O)CCC1=O.N(C(C)(C)C#N)=NC(C)(C)C#N. The catalyst is C(Cl)(Cl)Cl.ClCCl. The product is [Br:15][CH2:14][C:3]1[C:2]([Cl:1])=[CH:12][CH:11]=[C:10]([Cl:13])[C:4]=1[C:5]([O:7][CH2:8][CH3:9])=[O:6]. The yield is 1.00. (6) The reactants are [C:1](/[CH:4]=[CH:5]/[C:6]1[CH:11]=[C:10]([O:12][CH3:13])[CH:9]=[CH:8][C:7]=1[CH:14]1[C:22]2[C:17](=[CH:18][CH:19]=[C:20]([O:23][CH2:24][CH2:25][CH3:26])[CH:21]=2)[CH:16]([C:27]2[CH:32]=[CH:31][C:30]3[O:33][CH2:34][O:35][C:29]=3[CH:28]=2)[CH:15]1[C:36]([OH:38])=[O:37])([OH:3])=[O:2]. The catalyst is C(O)C.[Pd]. The product is [C:1]([CH2:4][CH2:5][C:6]1[CH:11]=[C:10]([O:12][CH3:13])[CH:9]=[CH:8][C:7]=1[CH:14]1[C:22]2[C:17](=[CH:18][CH:19]=[C:20]([O:23][CH2:24][CH2:25][CH3:26])[CH:21]=2)[CH:16]([C:27]2[CH:32]=[CH:31][C:30]3[O:33][CH2:34][O:35][C:29]=3[CH:28]=2)[CH:15]1[C:36]([OH:38])=[O:37])([OH:3])=[O:2]. The yield is 0.820. (7) The reactants are [Cl:1][C:2]1[C:7]([O:8][CH:9]2[CH2:14][CH2:13][NH:12][CH2:11][CH2:10]2)=[CH:6][CH:5]=[CH:4][C:3]=1[C@H:15]([O:17][C:18]1[CH:22]=[C:21]([N:23]2[C:27]3[CH:28]=[C:29]([CH2:32][S:33]([CH3:36])(=[O:35])=[O:34])[CH:30]=[CH:31][C:26]=3[N:25]=[CH:24]2)[S:20][C:19]=1[C:37]([NH2:39])=[O:38])[CH3:16].C=O.[C:42](O[BH-](OC(=O)C)OC(=O)C)(=O)C.[Na+]. The catalyst is C(Cl)Cl.CO. The product is [Cl:1][C:2]1[C:7]([O:8][CH:9]2[CH2:14][CH2:13][N:12]([CH3:42])[CH2:11][CH2:10]2)=[CH:6][CH:5]=[CH:4][C:3]=1[C@H:15]([O:17][C:18]1[CH:22]=[C:21]([N:23]2[C:27]3[CH:28]=[C:29]([CH2:32][S:33]([CH3:36])(=[O:34])=[O:35])[CH:30]=[CH:31][C:26]=3[N:25]=[CH:24]2)[S:20][C:19]=1[C:37]([NH2:39])=[O:38])[CH3:16]. The yield is 0.860.